Dataset: Forward reaction prediction with 1.9M reactions from USPTO patents (1976-2016). Task: Predict the product of the given reaction. (1) Given the reactants [CH3:1][O:2][C:3]1[CH:4]=[C:5]2[C:9](=[C:10]([CH3:12])[CH:11]=1)[NH:8][CH:7]=[C:6]2[CH:13]1[CH2:18][CH2:17][N:16]([CH3:19])[CH2:15][CH2:14]1.I[CH2:21][CH2:22][CH3:23].[H-].[K+].C1OCCOCCOCCOCCOCCOC1, predict the reaction product. The product is: [CH2:21]([N:8]1[C:9]2[C:5](=[CH:4][C:3]([O:2][CH3:1])=[CH:11][C:10]=2[CH3:12])[C:6]([CH:13]2[CH2:14][CH2:15][N:16]([CH3:19])[CH2:17][CH2:18]2)=[CH:7]1)[CH2:22][CH3:23]. (2) Given the reactants [C:1]([C:3]1[N:8]=[C:7]2[NH:9][CH:10]=[C:11](/[CH:12]=[C:13]3\[O:14][C:15]4[C:22]([CH2:23][N:24]5[CH2:29][CH2:28][N:27](C(OC(C)(C)C)=O)[CH2:26][CH2:25]5)=[C:21]([OH:37])[CH:20]=[CH:19][C:16]=4[C:17]\3=[O:18])[C:6]2=[CH:5][CH:4]=1)#[CH:2].[ClH:38], predict the reaction product. The product is: [ClH:38].[ClH:38].[ClH:38].[C:1]([C:3]1[N:8]=[C:7]2[NH:9][CH:10]=[C:11](/[CH:12]=[C:13]3\[O:14][C:15]4[C:22]([CH2:23][N:24]5[CH2:29][CH2:28][NH:27][CH2:26][CH2:25]5)=[C:21]([OH:37])[CH:20]=[CH:19][C:16]=4[C:17]\3=[O:18])[C:6]2=[CH:5][CH:4]=1)#[CH:2]. (3) Given the reactants CCN(C(C)C)C(C)C.[OH:10][C:11]1[CH:12]=[CH:13][CH:14]=[C:15]2[C:20]=1[O:19][C:18](=[O:21])[C:17]([C:22]([OH:24])=O)=[CH:16]2.CN(C(ON1N=NC2C=CC=NC1=2)=[N+](C)C)C.F[P-](F)(F)(F)(F)F.[NH:49]1[C:57]2[C:52](=[CH:53][C:54]([C:58]3[CH:59]=[C:60]([NH2:64])[CH:61]=[CH:62][CH:63]=3)=[CH:55][CH:56]=2)[CH:51]=[CH:50]1, predict the reaction product. The product is: [NH:49]1[C:57]2[C:52](=[CH:53][C:54]([C:58]3[CH:59]=[C:60]([NH:64][C:22]([C:17]4[C:18](=[O:21])[O:19][C:20]5[C:15]([CH:16]=4)=[CH:14][CH:13]=[CH:12][C:11]=5[OH:10])=[O:24])[CH:61]=[CH:62][CH:63]=3)=[CH:55][CH:56]=2)[CH:51]=[CH:50]1. (4) Given the reactants [N+:1]([C:4]1[CH:5]=[N:6][CH:7]=[CH:8][C:9]=1[CH:10](C(OC)=O)[C:11]([O:13][CH3:14])=[O:12])([O-:3])=[O:2].[Cl-].[Li+].O.CS(C)=O, predict the reaction product. The product is: [N+:1]([C:4]1[CH:5]=[N:6][CH:7]=[CH:8][C:9]=1[CH2:10][C:11]([O:13][CH3:14])=[O:12])([O-:3])=[O:2]. (5) The product is: [F:1][C:2]([F:17])([F:18])[C:3]1[CH:4]=[C:5]([CH:13]([N:15]([CH3:16])[C:26]([N:41]2[CH2:40][CH:39]3[CH2:45][CH:43]([CH2:44][N:37]([CH2:30][C:31]4[CH:32]=[CH:33][CH:34]=[CH:35][CH:36]=4)[CH2:38]3)[CH:42]2[C:46]2[CH:51]=[CH:50][C:49]([F:52])=[CH:48][C:47]=2[CH3:53])=[O:27])[CH3:14])[CH:6]=[C:7]([C:9]([F:10])([F:11])[F:12])[CH:8]=1. Given the reactants [F:1][C:2]([F:18])([F:17])[C:3]1[CH:4]=[C:5]([C@H:13]([NH:15][CH3:16])[CH3:14])[CH:6]=[C:7]([C:9]([F:12])([F:11])[F:10])[CH:8]=1.C(N(CC)CC)C.[C:26](Cl)(Cl)=[O:27].[CH2:30]([N:37]1[CH2:44][CH:43]2[CH2:45][CH:39]([CH2:40][NH:41][CH:42]2[C:46]2[CH:51]=[CH:50][C:49]([F:52])=[CH:48][C:47]=2[CH3:53])[CH2:38]1)[C:31]1[CH:36]=[CH:35][CH:34]=[CH:33][CH:32]=1, predict the reaction product. (6) The product is: [CH3:55][N:50]1[C:51]2[C:47](=[C:46]([C:3]3[CH:4]=[CH:5][NH:1][N:2]=3)[CH:54]=[CH:53][CH:52]=2)[C:48]2([C:80]3[C:71](=[CH:72][C:73]4[O:78][CH2:77][CH2:76][O:75][C:74]=4[CH:79]=3)[O:70][CH2:69]2)[C:49]1=[O:68]. Given the reactants [NH:1]1[CH:5]=[CH:4][C:3](B(O)O)=[N:2]1.N1C2C(=CC=CC=2)C=C(B(O)O)C=1.BrC1C=CC=C2C=1C1(C3=CC4OCOC=4C=C3OC1)C(=O)N2C.Br[C:46]1[CH:54]=[CH:53][CH:52]=[C:51]2[C:47]=1[C:48]1([C:80]3[C:71](=[CH:72][C:73]4[O:78][CH2:77][CH2:76][O:75][C:74]=4[CH:79]=3)[O:70][CH2:69]1)[C:49](=[O:68])[N:50]2[CH:55](C1C=CC=CC=1)C1C=CC=CC=1, predict the reaction product. (7) Given the reactants [F:1][CH:2]([C:7]1[CH:12]=[CH:11][CH:10]=[CH:9][CH:8]=1)[C:3]([O:5]C)=[O:4].[OH-].[K+].Cl, predict the reaction product. The product is: [F:1][CH:2]([C:7]1[CH:12]=[CH:11][CH:10]=[CH:9][CH:8]=1)[C:3]([OH:5])=[O:4]. (8) Given the reactants [Br:1][C:2]1[CH:3]=[CH:4][C:5]([C:11]([F:14])([F:13])[F:12])=[C:6]([CH:10]=1)[C:7]([OH:9])=O.N[C:16]1(C)[CH:25]=[C:24](C)[CH:23]=[C:18]([C:19]([O:21][CH3:22])=[O:20])[CH2:17]1.C[N:29]([CH3:31])C.[CH3:32]CCP1(OP(CCC)(=O)OP(CCC)(=O)O1)=O, predict the reaction product. The product is: [Br:1][C:2]1[CH:3]=[CH:4][C:5]([C:11]([F:14])([F:13])[F:12])=[C:6]([CH:10]=1)[C:7]([NH:29][C:31]1[C:17]([CH3:32])=[C:18]([CH:23]=[CH:24][C:25]=1[CH3:16])[C:19]([O:21][CH3:22])=[O:20])=[O:9]. (9) Given the reactants ClC1C(F)=CC(F)=C(C=1)C(NS(C)(=O)=O)=O.[Cl:17][C:18]1[C:19](F)=[CH:20][C:21]([F:33])=[C:22]([CH:32]=1)[C:23]([NH:25][S:26](=[O:31])(=[O:30])[N:27]([CH3:29])[CH3:28])=[O:24].C12(CO)CC3CC(CC(C3)C1)C2.[CH:47]1([CH2:53][CH2:54][OH:55])[CH2:52][CH2:51][CH2:50][CH2:49][CH2:48]1, predict the reaction product. The product is: [Cl:17][C:18]1[C:19]([O:55][CH2:54][CH2:53][CH:47]2[CH2:52][CH2:51][CH2:50][CH2:49][CH2:48]2)=[CH:20][C:21]([F:33])=[C:22]([CH:32]=1)[C:23]([NH:25][S:26](=[O:31])(=[O:30])[N:27]([CH3:29])[CH3:28])=[O:24]. (10) The product is: [CH2:12]([O:14][C:15]([C:17]1[O:18][C:19]2[C:24]([C:25](=[O:27])[CH:26]=1)=[CH:23][C:22]([O:28][CH3:29])=[CH:21][C:20]=2[N:7]1[CH2:6][CH2:5][N:4]([CH2:3][C:2]([F:1])([F:10])[F:11])[CH2:9][CH2:8]1)=[O:16])[CH3:13]. Given the reactants [F:1][C:2]([F:11])([F:10])[CH2:3][N:4]1[CH2:9][CH2:8][NH:7][CH2:6][CH2:5]1.[CH2:12]([O:14][C:15]([C:17]1[O:18][C:19]2[C:24]([C:25](=[O:27])[CH:26]=1)=[CH:23][C:22]([O:28][CH3:29])=[CH:21][C:20]=2Br)=[O:16])[CH3:13].C1(P(C2C=CC=CC=2)C2C=CC3C(=CC=CC=3)C=2C2C3C(=CC=CC=3)C=CC=2P(C2C=CC=CC=2)C2C=CC=CC=2)C=CC=CC=1.C(=O)([O-])[O-].[Cs+].[Cs+].C([O-])([O-])=O.[K+].[K+], predict the reaction product.